This data is from NCI-60 drug combinations with 297,098 pairs across 59 cell lines. The task is: Regression. Given two drug SMILES strings and cell line genomic features, predict the synergy score measuring deviation from expected non-interaction effect. (1) Drug 1: C1CC(C1)(C(=O)O)C(=O)O.[NH2-].[NH2-].[Pt+2]. Drug 2: CC12CCC3C(C1CCC2O)C(CC4=C3C=CC(=C4)O)CCCCCCCCCS(=O)CCCC(C(F)(F)F)(F)F. Cell line: NCI/ADR-RES. Synergy scores: CSS=-1.21, Synergy_ZIP=-3.33, Synergy_Bliss=-7.40, Synergy_Loewe=-10.8, Synergy_HSA=-7.44. (2) Drug 1: CN1CCC(CC1)COC2=C(C=C3C(=C2)N=CN=C3NC4=C(C=C(C=C4)Br)F)OC. Drug 2: C1CNP(=O)(OC1)N(CCCl)CCCl. Cell line: HS 578T. Synergy scores: CSS=-10.5, Synergy_ZIP=3.70, Synergy_Bliss=-4.38, Synergy_Loewe=-10.9, Synergy_HSA=-10.9. (3) Drug 1: CC1OCC2C(O1)C(C(C(O2)OC3C4COC(=O)C4C(C5=CC6=C(C=C35)OCO6)C7=CC(=C(C(=C7)OC)O)OC)O)O. Drug 2: C1=CC=C(C(=C1)C(C2=CC=C(C=C2)Cl)C(Cl)Cl)Cl. Cell line: MDA-MB-231. Synergy scores: CSS=26.9, Synergy_ZIP=1.96, Synergy_Bliss=2.78, Synergy_Loewe=-9.85, Synergy_HSA=3.83. (4) Drug 1: CC1CCC2CC(C(=CC=CC=CC(CC(C(=O)C(C(C(=CC(C(=O)CC(OC(=O)C3CCCCN3C(=O)C(=O)C1(O2)O)C(C)CC4CCC(C(C4)OC)O)C)C)O)OC)C)C)C)OC. Drug 2: COC1=C2C(=CC3=C1OC=C3)C=CC(=O)O2. Cell line: UACC62. Synergy scores: CSS=4.93, Synergy_ZIP=-1.29, Synergy_Bliss=-0.804, Synergy_Loewe=-7.43, Synergy_HSA=-1.39. (5) Drug 1: CNC(=O)C1=CC=CC=C1SC2=CC3=C(C=C2)C(=NN3)C=CC4=CC=CC=N4. Drug 2: C1=CC=C(C=C1)NC(=O)CCCCCCC(=O)NO. Cell line: SF-295. Synergy scores: CSS=15.5, Synergy_ZIP=-4.67, Synergy_Bliss=-0.185, Synergy_Loewe=0.0367, Synergy_HSA=0.315. (6) Drug 1: C1CN1P(=S)(N2CC2)N3CC3. Drug 2: CC1=C(C=C(C=C1)NC(=O)C2=CC=C(C=C2)CN3CCN(CC3)C)NC4=NC=CC(=N4)C5=CN=CC=C5. Cell line: NCI-H226. Synergy scores: CSS=11.4, Synergy_ZIP=-6.37, Synergy_Bliss=-4.15, Synergy_Loewe=-4.28, Synergy_HSA=-3.30. (7) Drug 1: CS(=O)(=O)C1=CC(=C(C=C1)C(=O)NC2=CC(=C(C=C2)Cl)C3=CC=CC=N3)Cl. Drug 2: CC1=C(C(=O)C2=C(C1=O)N3CC4C(C3(C2COC(=O)N)OC)N4)N. Synergy scores: CSS=49.1, Synergy_ZIP=-4.86, Synergy_Bliss=-8.57, Synergy_Loewe=-47.2, Synergy_HSA=-9.37. Cell line: DU-145.